Dataset: Reaction yield outcomes from USPTO patents with 853,638 reactions. Task: Predict the reaction yield, written as a fraction of the theoretical maximum amount of product (1.0 means a 100% yield; for example, 0.34 means a 34% yield). (1) The reactants are S(=O)(=O)(O)N.P([O-])(O)(O)=O.[Na+].[CH3:12][C:13]([C:16]1[CH:17]=[CH:18][C:19]([OH:24])=[C:20]([CH:23]=1)[CH:21]=[O:22])([CH3:15])[CH3:14].Cl([O-])=[O:26].[Na+].S([O-])([O-])=O.[Na+].[Na+].Cl. The catalyst is O1CCOCC1.O. The product is [CH3:15][C:13]([C:16]1[CH:23]=[C:20]([C:21]([OH:26])=[O:22])[C:19]([OH:24])=[CH:18][CH:17]=1)([CH3:12])[CH3:14]. The yield is 0.774. (2) The reactants are [CH:1]([N:4]1[C:8]([C:9]2[N:18]=[C:17]3[N:11]([CH2:12][CH2:13][O:14][C:15]4[CH:22]=[C:21](O)[N:20]=[CH:19][C:16]=43)[CH:10]=2)=[N:7][CH:6]=[N:5]1)([CH3:3])[CH3:2].Cl.[OH:25][CH:26]1[CH2:29][NH:28][CH2:27]1.CCN(C(C)C)C(C)C.CO. The catalyst is C(Cl)Cl. The product is [CH:1]([N:4]1[C:8]([C:9]2[N:18]=[C:17]3[C:16]4[CH:19]=[N:20][C:21]([N:28]5[CH2:29][CH:26]([OH:25])[CH2:27]5)=[CH:22][C:15]=4[O:14][CH2:13][CH2:12][N:11]3[CH:10]=2)=[N:7][CH:6]=[N:5]1)([CH3:2])[CH3:3]. The yield is 0.140. (3) The reactants are [C:1]([O:4][C:5]1[CH:14]=[C:13]([NH2:15])[CH:12]=[CH:11][C:6]=1[C:7]([O:9][CH3:10])=[O:8])(=[O:3])[CH3:2].[Cl:16][C:17]1[S:18][C:19]([S:23](Cl)(=[O:25])=[O:24])=[CH:20][C:21]=1[Cl:22].N1C=CC=CC=1. The catalyst is CC#N. The product is [C:1]([O:4][C:5]1[CH:14]=[C:13]([NH:15][S:23]([C:19]2[S:18][C:17]([Cl:16])=[C:21]([Cl:22])[CH:20]=2)(=[O:25])=[O:24])[CH:12]=[CH:11][C:6]=1[C:7]([O:9][CH3:10])=[O:8])(=[O:3])[CH3:2]. The yield is 0.470. (4) The reactants are [Si]([O:8][CH2:9][CH2:10][CH2:11][C@@:12]1([C:35]2[CH:40]=[CH:39][C:38]([F:41])=[CH:37][CH:36]=2)[O:17][C:16](=[O:18])[N:15]([C@H:19]([C:21]2[CH:26]=[CH:25][C:24]([C:27]3[CH:32]=[CH:31][C:30](=[O:33])[N:29]([CH3:34])[CH:28]=3)=[CH:23][CH:22]=2)[CH3:20])[CH2:14][CH2:13]1)(C(C)(C)C)(C)C.CCCC[N+](CCCC)(CCCC)CCCC.[F-]. The catalyst is CC#N. The product is [F:41][C:38]1[CH:39]=[CH:40][C:35]([C@:12]2([CH2:11][CH2:10][CH2:9][OH:8])[O:17][C:16](=[O:18])[N:15]([C@H:19]([C:21]3[CH:26]=[CH:25][C:24]([C:27]4[CH:32]=[CH:31][C:30](=[O:33])[N:29]([CH3:34])[CH:28]=4)=[CH:23][CH:22]=3)[CH3:20])[CH2:14][CH2:13]2)=[CH:36][CH:37]=1. The yield is 0.0400. (5) The reactants are [CH3:1]C(C)([O-])C.[K+].[F:7][C:8]1[CH:13]=[C:12]([N+:14]([O-:16])=[O:15])[CH:11]=[CH:10][C:9]=1[O:17][CH3:18].ClC1C=CC(OC[C:26]#[N:27])=CC=1. The catalyst is CN(C=O)C. The product is [F:7][C:8]1[CH:13]=[C:12]([N+:14]([O-:16])=[O:15])[C:11]([CH2:1][N+:27]#[C-:26])=[CH:10][C:9]=1[O:17][CH3:18]. The yield is 0.232. (6) The reactants are [C:1](=[O:4])([O-])[NH2:2].Cl.[CH3:6][C@@H:7]1[CH2:12][CH2:11][NH:10][CH2:9][C@@H:8]1[C:13]1[N:17]2[C:18]3[CH:24]=[CH:23][NH:22][C:19]=3[N:20]=[CH:21][C:16]2=[CH:15][N:14]=1.CC[N:27]([CH:31](C)C)[CH:28]([CH3:30])C.C[C:35]#[N:36]. No catalyst specified. The product is [C:13]1([C@@H:8]2[C@H:7]([CH3:6])[CH2:12][CH2:11][N:10]([C:1]([NH:2][C:35]3[CH:30]=[CH:28][N:27]=[CH:31][N:36]=3)=[O:4])[CH2:9]2)[N:17]2[C:18]3[CH:24]=[CH:23][NH:22][C:19]=3[N:20]=[CH:21][C:16]2=[CH:15][N:14]=1. The yield is 0.0900. (7) The reactants are [NH2:1][CH:2]([CH:31]1[C:43]2[CH:42]=[CH:41][CH:40]=[CH:39][C:38]=2[C:37]2[C:32]1=[CH:33][CH:34]=[CH:35][CH:36]=2)[O:3][C:4]([CH:6]([CH2:9][CH2:10][CH2:11][CH2:12][C:13]([O:15][CH:16]([NH2:30])[CH:17]1[C:29]2[CH:28]=[CH:27][CH:26]=[CH:25][C:24]=2[C:23]2[C:18]1=[CH:19][CH:20]=[CH:21][CH:22]=2)=[O:14])[CH2:7][OH:8])=[O:5].CC(OI1(OC(C)=O)(OC(C)=O)OC(=O)C2C=CC=CC1=2)=O.CCOC(C)=O. The catalyst is C(Cl)Cl. The product is [NH2:1][CH:2]([CH:31]1[C:32]2[CH:33]=[CH:34][CH:35]=[CH:36][C:37]=2[C:38]2[C:43]1=[CH:42][CH:41]=[CH:40][CH:39]=2)[O:3][C:4]([CH:6]([CH2:9][CH2:10][CH2:11][CH2:12][C:13]([O:15][CH:16]([NH2:30])[CH:17]1[C:29]2[CH:28]=[CH:27][CH:26]=[CH:25][C:24]=2[C:23]2[C:18]1=[CH:19][CH:20]=[CH:21][CH:22]=2)=[O:14])[CH:7]=[O:8])=[O:5]. The yield is 0.600.